Task: Predict the reactants needed to synthesize the given product.. Dataset: Full USPTO retrosynthesis dataset with 1.9M reactions from patents (1976-2016) Given the product [F:1][C:2]1[CH:10]=[C:9]2[C:5]([C:6]([CH:18]3[CH2:19][CH2:20][N:21]([CH2:36][CH2:35][O:34][C:29]4[CH:30]=[CH:31][CH:32]=[CH:33][C:28]=4[C:27]([OH:38])=[O:26])[CH2:22][CH2:23]3)=[CH:7][N:8]2[CH2:11][CH2:12][C:13]2[CH:17]=[CH:16][S:15][CH:14]=2)=[CH:4][CH:3]=1, predict the reactants needed to synthesize it. The reactants are: [F:1][C:2]1[CH:10]=[C:9]2[C:5]([C:6]([CH:18]3[CH2:23][CH2:22][NH:21][CH2:20][CH2:19]3)=[CH:7][N:8]2[CH2:11][CH2:12][C:13]2[CH:17]=[CH:16][S:15][CH:14]=2)=[CH:4][CH:3]=1.C([O:26][C:27](=[O:38])[C:28]1[CH:33]=[CH:32][CH:31]=[CH:30][C:29]=1[O:34][CH2:35][CH2:36]Cl)C.